This data is from Forward reaction prediction with 1.9M reactions from USPTO patents (1976-2016). The task is: Predict the product of the given reaction. Given the reactants FC1C=C(C2N(C3C=CC(F)=CC=3)N=C(C(O)=O)C=2)C=CC=1.Cl[C:24]1[CH:25]=[C:26]([N:31]2[C:35]([C:36]3[CH:41]=[C:40]([F:42])[CH:39]=[C:38](Cl)[CH:37]=3)=[CH:34][C:33]([C:44]([N:46]3[CH2:50][C:49](=[O:51])[NH:48][CH2:47]3)=[O:45])=[N:32]2)[CH:27]=[CH:28][C:29]=1[F:30], predict the reaction product. The product is: [F:42][C:40]1[CH:41]=[C:36]([C:35]2[N:31]([C:26]3[CH:25]=[CH:24][C:29]([F:30])=[CH:28][CH:27]=3)[N:32]=[C:33]([C:44]([N:46]3[CH2:50][C:49](=[O:51])[NH:48][CH2:47]3)=[O:45])[CH:34]=2)[CH:37]=[CH:38][CH:39]=1.